Dataset: Full USPTO retrosynthesis dataset with 1.9M reactions from patents (1976-2016). Task: Predict the reactants needed to synthesize the given product. Given the product [F:38][C:32]1[CH:33]=[CH:34][C:35]([F:37])=[CH:36][C:31]=1[C@H:14]1[CH2:13][C@@H:12]([OH:11])[CH2:16][N:15]1[C:17]1[CH:22]=[CH:21][N:20]2[N:23]=[CH:24][C:25]([C:26]([OH:28])=[O:27])=[C:19]2[CH:18]=1, predict the reactants needed to synthesize it. The reactants are: O[Li].O.[Si]([O:11][C@H:12]1[CH2:16][N:15]([C:17]2[CH:22]=[CH:21][N:20]3[N:23]=[CH:24][C:25]([C:26]([O:28]CC)=[O:27])=[C:19]3[CH:18]=2)[C@@H:14]([C:31]2[CH:36]=[C:35]([F:37])[CH:34]=[CH:33][C:32]=2[F:38])[CH2:13]1)(C(C)(C)C)(C)C.C(O)(=O)CC(CC(O)=O)(C(O)=O)O.